Dataset: Catalyst prediction with 721,799 reactions and 888 catalyst types from USPTO. Task: Predict which catalyst facilitates the given reaction. (1) Reactant: [Na].[CH2:2]([C:9]1[O:10][C:11](=O)[C:12](=[CH:14][OH:15])[N:13]=1)[C:3]1[CH:8]=[CH:7][CH:6]=[CH:5][CH:4]=1.Cl.[CH3:18][O:19][C:20](=[NH:22])[NH2:21]. Product: [CH3:18][O:19][C:20]1[NH:22][C:14](=[O:15])[C:12]([NH:13][C:9](=[O:10])[CH2:2][C:3]2[CH:4]=[CH:5][CH:6]=[CH:7][CH:8]=2)=[CH:11][N:21]=1. The catalyst class is: 10. (2) Reactant: [Br:1][C:2]1[CH:7]=[CH:6][C:5]([N:8]2[C:16]3[C:15]([OH:17])=[C:14](C(OCC)=O)[C:13](=[O:23])[NH:12][C:11]=3[CH:10]=[CH:9]2)=[CH:4][CH:3]=1. Product: [Br:1][C:2]1[CH:3]=[CH:4][C:5]([N:8]2[C:16]3[C:15]([OH:17])=[CH:14][C:13](=[O:23])[NH:12][C:11]=3[CH:10]=[CH:9]2)=[CH:6][CH:7]=1. The catalyst class is: 500.